From a dataset of Reaction yield outcomes from USPTO patents with 853,638 reactions. Predict the reaction yield, written as a fraction of the theoretical maximum amount of product (1.0 means a 100% yield; for example, 0.34 means a 34% yield). (1) The reactants are [CH3:1][O:2][C:3]1[CH:4]=[C:5]2[C:10](=[CH:11][C:12]=1[O:13][CH3:14])[N:9]=[CH:8][CH:7]=[C:6]2[O:15][C:16]1[CH:21]=[CH:20][C:19]([NH:22][C:23](=O)[CH2:24][O:25][C:26]2[CH:31]=[CH:30][CH:29]=[CH:28][CH:27]=2)=[CH:18][C:17]=1[CH3:33].Cl.[OH-].[Na+]. The catalyst is O1CCCC1. The product is [CH3:1][O:2][C:3]1[CH:4]=[C:5]2[C:10](=[CH:11][C:12]=1[O:13][CH3:14])[N:9]=[CH:8][CH:7]=[C:6]2[O:15][C:16]1[CH:21]=[CH:20][C:19]([NH:22][CH2:23][CH2:24][O:25][C:26]2[CH:31]=[CH:30][CH:29]=[CH:28][CH:27]=2)=[CH:18][C:17]=1[CH3:33]. The yield is 0.800. (2) The reactants are Cl[CH2:2][Si:3]([O:10][CH2:11][CH3:12])([O:7][CH2:8][CH3:9])[O:4][CH2:5][CH3:6].[C:13]([O-:18])(=[O:17])[C:14]([CH3:16])=[CH2:15].[K+]. The catalyst is C(P(CCCC)CCCC)CCC.C1C2NC3C(=CC=CC=3)SC=2C=CC=1. The product is [C:13]([O:18][CH2:2][Si:3]([O:10][CH2:11][CH3:12])([O:7][CH2:8][CH3:9])[O:4][CH2:5][CH3:6])(=[O:17])[C:14]([CH3:16])=[CH2:15]. The yield is 0.950. (3) The reactants are [C:1]12([OH:11])[CH2:10][CH:5]3[CH2:6][CH:7]([CH2:9][CH:3]([CH2:4]3)[O:2]1)[CH2:8]2.[CH3:12][S:13](O[S:13]([CH3:12])(=[O:15])=[O:14])(=[O:15])=[O:14]. The catalyst is CN(C)C1C=CN=CC=1.N1C=CC=CC=1. The product is [S:13]([O:11][C:1]12[CH2:8][CH:7]3[CH2:6][CH:5]([CH2:4][CH:3]([CH2:9]3)[O:2]1)[CH2:10]2)(=[O:15])(=[O:14])[CH3:12]. The yield is 1.00. (4) The reactants are C[Si]([N-][Si](C)(C)C)(C)C.[K+].[CH3:11][O:12][C:13]([CH2:15]P(=O)(OCC(F)(F)F)OCC(F)(F)F)=[O:14].C1OCCOCCOCCOCCOCCOC1.[F:48][C:49]1[CH:54]=[CH:53][C:52]([C:55]2[N:59]([CH3:60])[N:58]=[CH:57][C:56]=2[CH:61]=O)=[CH:51][CH:50]=1.[Cl-].[NH4+]. The catalyst is O1CCCC1. The product is [F:48][C:49]1[CH:50]=[CH:51][C:52]([C:55]2[N:59]([CH3:60])[N:58]=[CH:57][C:56]=2/[CH:61]=[CH:15]\[C:13]([O:12][CH3:11])=[O:14])=[CH:53][CH:54]=1. The yield is 0.950. (5) The reactants are N1([C:6](N2C=CN=C2)=[O:7])C=CN=C1.[CH:13]1([CH2:17][OH:18])[CH2:16][CH2:15][CH2:14]1.Cl.[F:20][C:21]1[CH:26]=[C:25]([S:27]([CH3:30])(=[O:29])=[O:28])[CH:24]=[CH:23][C:22]=1[N:31]1[C:35]2=[N:36][CH:37]=[N:38][C:39]([S:40][CH:41]3[CH2:46][CH2:45][NH:44][CH2:43][CH2:42]3)=[C:34]2[CH:33]=[N:32]1.C(N(CC)CC)C. The catalyst is CS(C)=O. The product is [CH:13]1([CH2:17][O:18][C:6]([N:44]2[CH2:43][CH2:42][CH:41]([S:40][C:39]3[N:38]=[CH:37][N:36]=[C:35]4[N:31]([C:22]5[CH:23]=[CH:24][C:25]([S:27]([CH3:30])(=[O:29])=[O:28])=[CH:26][C:21]=5[F:20])[N:32]=[CH:33][C:34]=34)[CH2:46][CH2:45]2)=[O:7])[CH2:16][CH2:15][CH2:14]1. The yield is 0.310. (6) The reactants are [CH2:1]([N:8]1[C:16]2[C:11](=[CH:12][CH:13]=[CH:14][CH:15]=2)[C:10]([CH:17]=[N:18][NH:19][C:20](=[S:22])[NH2:21])=[CH:9]1)[C:2]1[CH:7]=[CH:6][CH:5]=[CH:4][CH:3]=1.Br[CH2:24][C:25]([C:27]1[CH:32]=[CH:31][C:30]([F:33])=[CH:29][CH:28]=1)=O.[CH2:34]1COCC1. No catalyst specified. The product is [CH2:1]([N:8]1[C:16]2[C:11](=[CH:12][CH:13]=[CH:14][CH:15]=2)[C:10]([C:17](=[N:18][NH:19][C:20]2[S:22][CH:24]=[C:25]([C:27]3[CH:32]=[CH:31][C:30]([F:33])=[CH:29][CH:28]=3)[N:21]=2)[CH3:34])=[CH:9]1)[C:2]1[CH:3]=[CH:4][CH:5]=[CH:6][CH:7]=1. The yield is 0.810. (7) The reactants are CS([O:5][CH:6]1[CH:11]([CH3:12])[CH2:10][C:9]([C:13]2[CH:18]=[CH:17][N:16]=[CH:15][C:14]=2[N+:19]([O-:21])=[O:20])=[CH:8][CH:7]1[NH:22][C:23]([O:25][C:26]([CH3:29])([CH3:28])[CH3:27])=[O:24])(=O)=O.C(N(CC)CC)C.C[C:38]([O:41]C(OC(OC(C)(C)C)=O)=O)(C)C. The yield is 0.660. The product is [CH3:12][CH:11]1[CH:6]2[CH:7]([N:22]([C:23]([O:25][C:26]([CH3:29])([CH3:28])[CH3:27])=[O:24])[C:38](=[O:41])[O:5]2)[CH:8]=[C:9]([C:13]2[CH:18]=[CH:17][N:16]=[CH:15][C:14]=2[N+:19]([O-:21])=[O:20])[CH2:10]1. The catalyst is N1C=CC=CC=1.